Dataset: Reaction yield outcomes from USPTO patents with 853,638 reactions. Task: Predict the reaction yield, written as a fraction of the theoretical maximum amount of product (1.0 means a 100% yield; for example, 0.34 means a 34% yield). The reactants are [CH3:1][N:2]([CH:27]([CH3:29])[CH3:28])[C:3]1[C:4]([C:17]2[CH:18]=[C:19]3[C:23](=[CH:24][CH:25]=2)[NH:22][C:21]([CH3:26])=[CH:20]3)=[N:5][C:6]2[C:11]([N:12]=1)=[CH:10][C:9]([C:13]([O:15]C)=[O:14])=[CH:8][CH:7]=2.[OH-].[Na+]. The catalyst is CO.O. The product is [CH3:1][N:2]([CH:27]([CH3:29])[CH3:28])[C:3]1[C:4]([C:17]2[CH:18]=[C:19]3[C:23](=[CH:24][CH:25]=2)[NH:22][C:21]([CH3:26])=[CH:20]3)=[N:5][C:6]2[C:11]([N:12]=1)=[CH:10][C:9]([C:13]([OH:15])=[O:14])=[CH:8][CH:7]=2. The yield is 0.780.